Dataset: Peptide-MHC class I binding affinity with 185,985 pairs from IEDB/IMGT. Task: Regression. Given a peptide amino acid sequence and an MHC pseudo amino acid sequence, predict their binding affinity value. This is MHC class I binding data. (1) The peptide sequence is NVDLTTMPTY. The MHC is HLA-A33:01 with pseudo-sequence HLA-A33:01. The binding affinity (normalized) is 0. (2) The peptide sequence is TPRDLGACI. The MHC is HLA-B54:01 with pseudo-sequence HLA-B54:01. The binding affinity (normalized) is 0.236. (3) The peptide sequence is YFTFDLTAL. The MHC is HLA-A02:12 with pseudo-sequence HLA-A02:12. The binding affinity (normalized) is 0.0847. (4) The peptide sequence is RLKQLKRQL. The MHC is HLA-A68:02 with pseudo-sequence HLA-A68:02. The binding affinity (normalized) is 0.166. (5) The MHC is HLA-B35:01 with pseudo-sequence HLA-B35:01. The peptide sequence is NMAPEKVDF. The binding affinity (normalized) is 0.509. (6) The peptide sequence is FRLMRTNFL. The MHC is HLA-C06:02 with pseudo-sequence HLA-C06:02. The binding affinity (normalized) is 0.689.